Dataset: Forward reaction prediction with 1.9M reactions from USPTO patents (1976-2016). Task: Predict the product of the given reaction. Given the reactants ClC(Cl)(O[C:5](=[O:11])[O:6][C:7](Cl)(Cl)Cl)Cl.[C:13]12([OH:24])[CH2:22][CH:17]3[CH2:18][CH:19]([CH2:21][CH:15](C3O)[CH2:14]1)[CH2:20]2.[OH:25][C@H:26]1[CH2:30][CH2:29][NH:28][CH2:27]1.Cl, predict the reaction product. The product is: [OH:24][C:13]12[CH2:14][CH:15]3[CH2:21][CH:19]([CH2:18][CH:17]([CH:7]3[O:6][C:5]([N:28]3[CH2:29][CH2:30][C@H:26]([OH:25])[CH2:27]3)=[O:11])[CH2:22]1)[CH2:20]2.